Dataset: Reaction yield outcomes from USPTO patents with 853,638 reactions. Task: Predict the reaction yield, written as a fraction of the theoretical maximum amount of product (1.0 means a 100% yield; for example, 0.34 means a 34% yield). (1) The reactants are [Br:1][C:2]1[CH:7]=[C:6]([CH:8]([C:11]2[CH:16]=[CH:15][CH:14]=[CH:13][CH:12]=2)[CH:9]=[CH2:10])[C:5]([OH:17])=[C:4]([N+:18]([O-:20])=[O:19])[CH:3]=1.C(=O)([O-])[O-].[K+].[K+].Br[CH2:28][CH:29]=[CH2:30]. The catalyst is CN(C=O)C. The product is [CH2:30]([O:17][C:5]1[C:6]([CH:8]([C:11]2[CH:16]=[CH:15][CH:14]=[CH:13][CH:12]=2)[CH:9]=[CH2:10])=[CH:7][C:2]([Br:1])=[CH:3][C:4]=1[N+:18]([O-:20])=[O:19])[CH:29]=[CH2:28]. The yield is 0.890. (2) The reactants are [OH:1][NH:2][C:3](=[NH:22])[C:4]1[CH:21]=[CH:20][C:7]2[CH2:8][CH2:9][N:10]([C:13]([O:15][C:16]([CH3:19])([CH3:18])[CH3:17])=[O:14])[CH2:11][CH2:12][C:6]=2[CH:5]=1.[H-].[Na+].[C:25]([C:27]1[CH:28]=[C:29]([CH:34]=[CH:35][C:36]=1[O:37][CH3:38])[C:30](OC)=O)#[N:26]. The catalyst is C1COCC1.O.C(OC(=O)C)C. The product is [C:25]([C:27]1[CH:28]=[C:29]([C:30]2[O:1][N:2]=[C:3]([C:4]3[CH:21]=[CH:20][C:7]4[CH2:8][CH2:9][N:10]([C:13]([O:15][C:16]([CH3:18])([CH3:19])[CH3:17])=[O:14])[CH2:11][CH2:12][C:6]=4[CH:5]=3)[N:22]=2)[CH:34]=[CH:35][C:36]=1[O:37][CH3:38])#[N:26]. The yield is 0.960. (3) The reactants are [H-].[Na+].[Cl:3][C:4]1[CH:24]=[CH:23][C:7]([CH2:8][C:9]2([OH:22])[CH2:14][CH2:13][N:12]([C:15]([O:17][C:18]([CH3:21])([CH3:20])[CH3:19])=[O:16])[CH2:11][CH2:10]2)=[C:6]([O:25][CH3:26])[CH:5]=1.[CH3:27]N(C)P(N(C)C)(N(C)C)=O.CI.S(=O)(=O)(O)[O-].[Na+]. The catalyst is C1COCC1. The product is [Cl:3][C:4]1[CH:24]=[CH:23][C:7]([CH2:8][C:9]2([O:22][CH3:27])[CH2:14][CH2:13][N:12]([C:15]([O:17][C:18]([CH3:21])([CH3:20])[CH3:19])=[O:16])[CH2:11][CH2:10]2)=[C:6]([O:25][CH3:26])[CH:5]=1. The yield is 0.660. (4) The reactants are Cl[C:2]1[C:11]2[C:6](=[CH:7][C:8]([O:14][CH2:15][CH2:16][CH2:17][N:18]3[CH2:23][CH2:22][N:21]([C:24]([O:26][C:27]([CH3:30])([CH3:29])[CH3:28])=[O:25])[CH2:20][CH2:19]3)=[C:9]([O:12][CH3:13])[CH:10]=2)[N:5]=[CH:4][N:3]=1.[OH:31][C:32]1[CH:33]=[C:34]2[C:38](=[N:39][CH:40]=1)[NH:37][CH:36]=[CH:35]2.C(=O)([O-])[O-].[K+].[K+]. The catalyst is CN(C)C(=O)C. The product is [NH:37]1[C:38]2[C:34](=[CH:33][C:32]([O:31][C:2]3[C:11]4[C:6](=[CH:7][C:8]([O:14][CH2:15][CH2:16][CH2:17][N:18]5[CH2:23][CH2:22][N:21]([C:24]([O:26][C:27]([CH3:30])([CH3:29])[CH3:28])=[O:25])[CH2:20][CH2:19]5)=[C:9]([O:12][CH3:13])[CH:10]=4)[N:5]=[CH:4][N:3]=3)=[CH:40][N:39]=2)[CH:35]=[CH:36]1. The yield is 0.850.